Dataset: Retrosynthesis with 50K atom-mapped reactions and 10 reaction types from USPTO. Task: Predict the reactants needed to synthesize the given product. (1) Given the product O=C(NCc1ccc(CCCCCOc2ccc(F)cc2)cc1)C(F)(F)F, predict the reactants needed to synthesize it. The reactants are: O=C(NCc1ccc(C#CCCCOc2ccc(F)cc2)cc1)C(F)(F)F. (2) Given the product CC(C)(CN1CCC(CN(Cc2ccccc2)c2ccc(Br)cc2)CC1)C(F)(F)F, predict the reactants needed to synthesize it. The reactants are: CC(C)(C(=O)N1CCC(CN(Cc2ccccc2)c2ccc(Br)cc2)CC1)C(F)(F)F. (3) Given the product COc1cccnc1-c1ncn(-c2ccc(Nc3nccc(-c4cc(F)cc(N5CCOCC5)c4)n3)cc2)n1, predict the reactants needed to synthesize it. The reactants are: COc1cccnc1Br.Fc1cc(-c2ccnc(Nc3ccc(-n4cnc(Br)n4)cc3)n2)cc(N2CCOCC2)c1.